From a dataset of CYP2C9 inhibition data for predicting drug metabolism from PubChem BioAssay. Regression/Classification. Given a drug SMILES string, predict its absorption, distribution, metabolism, or excretion properties. Task type varies by dataset: regression for continuous measurements (e.g., permeability, clearance, half-life) or binary classification for categorical outcomes (e.g., BBB penetration, CYP inhibition). Dataset: cyp2c9_veith. (1) The compound is O=C(N/N=C1/C[C@@H](O)[C@@H](O)[C@@H]2[C@@H]3C(=O)N(C[C@@H]4CCCO4)C(=O)[C@H]3CC[C@@H]12)OCc1ccccc1. The result is 0 (non-inhibitor). (2) The molecule is COC(=O)c1ccc(C(=O)OC)c(NC(=O)CSCc2ccc(Br)cc2)c1. The result is 1 (inhibitor). (3) The compound is Cc1noc(C)c1C(=O)N1CCC2(CCN(Cc3nccs3)CC2)CC1. The result is 0 (non-inhibitor). (4) The drug is N[C@@H](Cc1cc(CP(=O)(O)O)cc(-c2ccccc2Cl)c1)C(=O)O. The result is 0 (non-inhibitor).